Dataset: Peptide-MHC class I binding affinity with 185,985 pairs from IEDB/IMGT. Task: Regression. Given a peptide amino acid sequence and an MHC pseudo amino acid sequence, predict their binding affinity value. This is MHC class I binding data. The peptide sequence is NTSMSFSCIV. The MHC is HLA-B57:01 with pseudo-sequence HLA-B57:01. The binding affinity (normalized) is 0.448.